This data is from Forward reaction prediction with 1.9M reactions from USPTO patents (1976-2016). The task is: Predict the product of the given reaction. Given the reactants Br[C:2]1[CH:7]=[CH:6][C:5]([C:8]2([O:11][CH:12]([CH3:14])[CH3:13])[CH2:10][CH2:9]2)=[C:4]([CH2:15][CH3:16])[CH:3]=1.[CH3:17][Si:18]([C:21]#[CH:22])([CH3:20])[CH3:19], predict the reaction product. The product is: [CH:12]([O:11][C:8]1([C:5]2[CH:6]=[CH:7][C:2]([C:22]#[C:21][Si:18]([CH3:20])([CH3:19])[CH3:17])=[CH:3][C:4]=2[CH2:15][CH3:16])[CH2:10][CH2:9]1)([CH3:14])[CH3:13].